From a dataset of Forward reaction prediction with 1.9M reactions from USPTO patents (1976-2016). Predict the product of the given reaction. (1) Given the reactants C(O)(=O)C.C[Si](N[Si](C)(C)C)(C)C.[I:14][C:15]1[S:19][C:18]([C:20](=O)[CH3:21])=[CH:17][C:16]=1[CH3:23].[C:24]([CH2:26][C:27]([O:29][CH2:30][CH3:31])=[O:28])#[N:25], predict the reaction product. The product is: [CH2:30]([O:29][C:27](=[O:28])[C:26]([C:24]#[N:25])=[C:20]([C:18]1[S:19][C:15]([I:14])=[C:16]([CH3:23])[CH:17]=1)[CH3:21])[CH3:31]. (2) Given the reactants [Cl:1][C:2]1[CH:3]=[C:4]([C:8]2[C:17]3[C:12](=[CH:13][CH:14]=[C:15]([CH:18]([OH:25])[C:19]4[N:23]([CH3:24])[CH:22]=[N:21][CH:20]=4)[CH:16]=3)[NH:11][C:10](=[O:26])[CH:9]=2)[CH:5]=[CH:6][CH:7]=1.IC.[CH3:29]COC(C)=O, predict the reaction product. The product is: [Cl:1][C:2]1[CH:3]=[C:4]([C:8]2[C:17]3[C:12](=[CH:13][CH:14]=[C:15]([CH:18]([OH:25])[C:19]4[N:23]([CH3:24])[CH:22]=[N:21][CH:20]=4)[CH:16]=3)[N:11]([CH3:29])[C:10](=[O:26])[CH:9]=2)[CH:5]=[CH:6][CH:7]=1. (3) The product is: [NH2:25][C:19]1[CH:20]=[CH:21][C:22]([CH3:24])=[CH:23][C:18]=1[NH:17][CH:14]1[CH2:13][CH2:12][N:11]([C@H:8]2[CH2:9][CH2:10][C@@H:5]([O:4][CH:2]([CH3:3])[CH3:1])[CH2:6][CH2:7]2)[CH2:16][CH2:15]1. Given the reactants [CH3:1][CH:2]([O:4][C@@H:5]1[CH2:10][CH2:9][C@H:8]([N:11]2[CH2:16][CH2:15][CH:14]([NH:17][C:18]3[CH:23]=[C:22]([CH3:24])[CH:21]=[CH:20][C:19]=3[N+:25]([O-])=O)[CH2:13][CH2:12]2)[CH2:7][CH2:6]1)[CH3:3].O.NN, predict the reaction product. (4) Given the reactants [CH:1]([C:3]1[CH:12]=[CH:11][C:6]([C:7]([O:9][CH3:10])=[O:8])=[CH:5][CH:4]=1)=O.[OH:13]/[C:14](=[CH:20]\[C:21](=[O:28])[C:22]1[CH:23]=[N:24][CH:25]=[CH:26][CH:27]=1)/[C:15]([O:17]CC)=O.[Cl:29][C:30]1[CH:38]=[C:37]2[C:33]([C:34]([CH2:39][CH2:40][NH2:41])=[CH:35][NH:36]2)=[CH:32][CH:31]=1, predict the reaction product. The product is: [Cl:29][C:30]1[CH:38]=[C:37]2[C:33]([C:34]([CH2:39][CH2:40][N:41]3[C:15](=[O:17])[C:14]([OH:13])=[C:20]([C:21](=[O:28])[C:22]4[CH:27]=[CH:26][CH:25]=[N:24][CH:23]=4)[CH:1]3[C:3]3[CH:12]=[CH:11][C:6]([C:7]([O:9][CH3:10])=[O:8])=[CH:5][CH:4]=3)=[CH:35][NH:36]2)=[CH:32][CH:31]=1.